Dataset: Forward reaction prediction with 1.9M reactions from USPTO patents (1976-2016). Task: Predict the product of the given reaction. Given the reactants [NH2:1][C@@H:2]1[CH2:6][CH2:5][N:4]([C:7]([C:9]2[CH:14]=[C:13]([CH3:15])[CH:12]=[CH:11][C:10]=2[C:16]([F:19])([F:18])[F:17])=[O:8])[CH2:3]1.Cl[C:21]1[N:22]=[N:23][C:24]([C:27]([F:30])([F:29])[F:28])=[CH:25][CH:26]=1, predict the reaction product. The product is: [CH3:15][C:13]1[CH:12]=[CH:11][C:10]([C:16]([F:19])([F:17])[F:18])=[C:9]([C:7]([N:4]2[CH2:5][CH2:6][C@@H:2]([NH:1][C:21]3[N:22]=[N:23][C:24]([C:27]([F:30])([F:29])[F:28])=[CH:25][CH:26]=3)[CH2:3]2)=[O:8])[CH:14]=1.